From a dataset of Full USPTO retrosynthesis dataset with 1.9M reactions from patents (1976-2016). Predict the reactants needed to synthesize the given product. (1) Given the product [CH2:25]([O:27][C:28]([C:29]1[C:6](=[O:24])[N:7]([CH2:13][C:14]2[CH:23]=[CH:22][C:21]3[C:16](=[CH:17][CH:18]=[CH:19][CH:20]=3)[CH:15]=2)[N:8]2[CH:12]=[CH:11][CH:10]=[C:9]2[C:30]=1[OH:31])=[O:40])[CH3:26], predict the reactants needed to synthesize it. The reactants are: C(O[C:6](=[O:24])[N:7]([CH2:13][C:14]1[CH:23]=[CH:22][C:21]2[C:16](=[CH:17][CH:18]=[CH:19][CH:20]=2)[CH:15]=1)[N:8]1[CH:12]=[CH:11][CH:10]=[CH:9]1)(C)(C)C.[CH2:25]([O:27][C:28](=[O:40])[CH:29](C(OCC)=O)[C:30](OCC)=[O:31])[CH3:26]. (2) Given the product [NH:3]1[C:7]2[CH:8]=[CH:9][CH:10]=[CH:11][C:6]=2[N:5]=[C:4]1[C@H:12]([NH:22][C:23]([NH:24][C@@H:25]1[CH2:30][CH2:29][CH2:28][NH:27][CH2:26]1)=[O:38])[CH2:13][C:14]1[CH:15]=[CH:16][C:17]([O:20][CH3:21])=[CH:18][CH:19]=1, predict the reactants needed to synthesize it. The reactants are: N#N.[NH:3]1[C:7]2[CH:8]=[CH:9][CH:10]=[CH:11][C:6]=2[N:5]=[C:4]1[C@H:12]([NH:22][C:23](=[O:38])[NH:24][C@@H:25]1[CH2:30][CH2:29][CH2:28][N:27](C(OC(C)(C)C)=O)[CH2:26]1)[CH2:13][C:14]1[CH:19]=[CH:18][C:17]([O:20][CH3:21])=[CH:16][CH:15]=1.FC(F)(F)S(O[Si](C(C)(C)C)(C)C)(=O)=O.